From a dataset of Reaction yield outcomes from USPTO patents with 853,638 reactions. Predict the reaction yield, written as a fraction of the theoretical maximum amount of product (1.0 means a 100% yield; for example, 0.34 means a 34% yield). The reactants are C([N:8]1[C:12]2([CH2:16][CH2:15][N:14]([C:17]3[CH:18]=[N:19][CH:20]=[C:21]([O:23][C:24]4[CH:29]=[CH:28][CH:27]=[CH:26][CH:25]=4)[CH:22]=3)[CH2:13]2)[CH2:11][CH2:10][CH2:9]1)C1C=CC=CC=1.Cl.[H][H]. The catalyst is C(O)C.[OH-].[OH-].[Pd+2]. The product is [O:23]([C:21]1[CH:22]=[C:17]([N:14]2[CH2:15][CH2:16][C:12]3([NH:8][CH2:9][CH2:10][CH2:11]3)[CH2:13]2)[CH:18]=[N:19][CH:20]=1)[C:24]1[CH:25]=[CH:26][CH:27]=[CH:28][CH:29]=1. The yield is 0.927.